This data is from TCR-epitope binding with 47,182 pairs between 192 epitopes and 23,139 TCRs. The task is: Binary Classification. Given a T-cell receptor sequence (or CDR3 region) and an epitope sequence, predict whether binding occurs between them. (1) The epitope is FLPRVFSAV. The TCR CDR3 sequence is CASSLTGGYTDTQYF. Result: 1 (the TCR binds to the epitope). (2) The epitope is YVLDHLIVV. The TCR CDR3 sequence is CASSQELADTEAFF. Result: 0 (the TCR does not bind to the epitope).